Task: Predict the product of the given reaction.. Dataset: Forward reaction prediction with 1.9M reactions from USPTO patents (1976-2016) (1) Given the reactants Br[C:2]1[CH:7]=[CH:6][CH:5]=[CH:4][C:3]=1[CH2:8][CH2:9][CH2:10][OH:11].B1(B2OC(C)(C)C(C)(C)O2)OC(C)(C)C(C)(C)O1.C([O-])(=O)C.[K+].Br[C:36]1[NH:37][C:38]2[CH:39]=[CH:40][CH:41]=[C:42]3[C:48](=[O:49])[NH:47][CH2:46][CH2:45][C:44]=1[C:43]=23.C(=O)([O-])[O-].[Na+].[Na+], predict the reaction product. The product is: [OH:11][CH2:10][CH2:9][CH2:8][C:3]1[CH:4]=[CH:5][CH:6]=[CH:7][C:2]=1[C:36]1[NH:37][C:38]2[CH:39]=[CH:40][CH:41]=[C:42]3[C:48](=[O:49])[NH:47][CH2:46][CH2:45][C:44]=1[C:43]=23. (2) The product is: [N-:28]([S:29]([C:32]([F:35])([F:33])[F:34])(=[O:31])=[O:30])[S:36]([C:39]([F:42])([F:41])[F:40])(=[O:38])=[O:37].[CH2:20]([P+:10]([CH2:2][CH2:3][CH2:4][CH2:5][CH2:6][CH2:7][CH2:8][CH3:9])([CH2:12][CH2:13][CH2:14][CH2:15][CH2:16][CH2:17][CH2:18][CH3:19])[CH3:11])[CH2:21][CH2:22][CH2:23][CH2:24][CH2:25][CH2:26][CH3:27]. Given the reactants [I-].[CH2:2]([P+:10]([CH2:20][CH2:21][CH2:22][CH2:23][CH2:24][CH2:25][CH2:26][CH3:27])([CH2:12][CH2:13][CH2:14][CH2:15][CH2:16][CH2:17][CH2:18][CH3:19])[CH3:11])[CH2:3][CH2:4][CH2:5][CH2:6][CH2:7][CH2:8][CH3:9].[N-:28]([S:36]([C:39]([F:42])([F:41])[F:40])(=[O:38])=[O:37])[S:29]([C:32]([F:35])([F:34])[F:33])(=[O:31])=[O:30].[Li+], predict the reaction product. (3) The product is: [Cl:12][C:13]1[C:18]([NH:19][C:7](=[O:8])[C:6]2[CH:10]=[CH:11][C:3]([O:2][CH3:1])=[CH:4][CH:5]=2)=[CH:17][CH:16]=[C:15]([Cl:20])[N:14]=1. Given the reactants [CH3:1][O:2][C:3]1[CH:11]=[CH:10][C:6]([C:7](Cl)=[O:8])=[CH:5][CH:4]=1.[Cl:12][C:13]1[C:18]([NH2:19])=[CH:17][CH:16]=[C:15]([Cl:20])[N:14]=1.O, predict the reaction product. (4) Given the reactants C([Li])CCC.[C:6](#[N:8])[CH3:7].[CH3:9][O:10][CH2:11][CH2:12][C:13](OC)=[O:14], predict the reaction product. The product is: [CH3:9][O:10][CH2:11][CH2:12][C:13](=[O:14])[CH2:7][C:6]#[N:8]. (5) Given the reactants [F:1][C:2]1[CH:7]=[CH:6][C:5]([C:8]2[NH:9][C:10]3[C:15]([CH:16]=2)=[CH:14][CH:13]=[CH:12][CH:11]=3)=[CH:4][CH:3]=1.[Cl-].[O:18]([C:25]1[CH:26]=[C:27]([CH:32]=[CH:33][CH:34]=1)[CH:28]=[N+:29]([CH3:31])[CH3:30])[C:19]1[CH:24]=[CH:23][CH:22]=[CH:21][CH:20]=1.O(C1C=C(C=CC=1)C=O)C1C=CC=CC=1.CNC, predict the reaction product. The product is: [F:1][C:2]1[CH:3]=[CH:4][C:5]([C:8]2[NH:9][C:10]3[C:15]([C:16]=2[CH:28]([N:29]([CH3:31])[CH3:30])[C:27]2[CH:32]=[CH:33][CH:34]=[C:25]([O:18][C:19]4[CH:20]=[CH:21][CH:22]=[CH:23][CH:24]=4)[CH:26]=2)=[CH:14][CH:13]=[CH:12][CH:11]=3)=[CH:6][CH:7]=1. (6) Given the reactants [CH2:1]([N:3]1[CH:11]=[C:10]2[C:5]([CH:6]=[CH:7][CH:8]=[C:9]2[CH2:12][OH:13])=[N:4]1)[CH3:2].C[N+]1([O-])CCOCC1.C(#N)C, predict the reaction product. The product is: [CH2:1]([N:3]1[CH:11]=[C:10]2[C:5]([CH:6]=[CH:7][CH:8]=[C:9]2[CH:12]=[O:13])=[N:4]1)[CH3:2].